This data is from Full USPTO retrosynthesis dataset with 1.9M reactions from patents (1976-2016). The task is: Predict the reactants needed to synthesize the given product. (1) Given the product [Cl:1][C:2]1[CH:11]=[C:10]([C:12]([NH:66][CH2:65][C:64]2[CH:67]=[CH:68][C:61]([Cl:60])=[CH:62][CH:63]=2)=[O:13])[CH:9]=[C:8]2[C:3]=1[C:4](=[O:26])[N:5]([C:16]1[N:21]=[C:20]([O:22][CH3:23])[C:19]([O:24][CH3:25])=[CH:18][N:17]=1)[C:6](=[S:15])[NH:7]2, predict the reactants needed to synthesize it. The reactants are: [Cl:1][C:2]1[CH:11]=[C:10]([C:12](O)=[O:13])[CH:9]=[C:8]2[C:3]=1[C:4](=[O:26])[N:5]([C:16]1[N:21]=[C:20]([O:22][CH3:23])[C:19]([O:24][CH3:25])=[CH:18][N:17]=1)[C:6](=[S:15])[NH:7]2.CCN(C(C)C)C(C)C.CN(C(ON1N=NC2C=CC=NC1=2)=[N+](C)C)C.F[P-](F)(F)(F)(F)F.[Cl:60][C:61]1[CH:68]=[CH:67][C:64]([CH2:65][NH2:66])=[CH:63][CH:62]=1. (2) Given the product [CH3:13][O:14][C:15](=[O:26])[C:16]1[CH:25]=[CH:24][C:19]([C:20]([OH:22])=[O:21])=[CH:18][CH:17]=1, predict the reactants needed to synthesize it. The reactants are: C(Cl)(=O)C1C=CC(C(Cl)=O)=CC=1.[CH3:13][O:14][C:15](=[O:26])[C:16]1[CH:25]=[CH:24][C:19]([C:20]([O:22]C)=[O:21])=[CH:18][CH:17]=1.O[Li].O. (3) Given the product [C:1]([C:3]1[CH:8]=[CH:7][C:6]([N:9]2[CH2:14][CH2:13][CH2:12][C@H:11]([NH:15][C@@H:16]3[CH2:21][CH2:20][CH2:19][CH2:18][C@H:17]3[NH:22][C:36](=[O:50])[O:37][CH2:38][C:39]3[CH:44]=[CH:43][C:42]([O:45][C:46]([F:49])([F:48])[F:47])=[CH:41][CH:40]=3)[CH2:10]2)=[CH:5][CH:4]=1)#[N:2], predict the reactants needed to synthesize it. The reactants are: [C:1]([C:3]1[CH:8]=[CH:7][C:6]([N:9]2[CH2:14][CH2:13][CH2:12][C@H:11]([NH:15][C@@H:16]3[CH2:21][CH2:20][CH2:19][CH2:18][C@H:17]3[NH:22]C(=O)CC3C4C(=CC=CC=4)N(C)C=3)[CH2:10]2)=[CH:5][CH:4]=1)#[N:2].[C:36](Cl)(=[O:50])[O:37][CH2:38][C:39]1[CH:44]=[CH:43][C:42]([O:45][C:46]([F:49])([F:48])[F:47])=[CH:41][CH:40]=1. (4) Given the product [C:1]([CH2:3][NH:4][C:5]([C@@H:6]([NH:11][C:41]([C:39]1[O:38][N:37]=[C:36]([C:31]2[CH:32]=[CH:33][CH:34]=[CH:35][C:30]=2[Cl:29])[CH:40]=1)=[O:42])[CH2:7][CH:8]([CH3:9])[CH3:10])=[O:12])#[N:2], predict the reactants needed to synthesize it. The reactants are: [C:1]([CH2:3][NH:4][C:5](=[O:12])[C@@H:6]([NH2:11])[CH2:7][CH:8]([CH3:10])[CH3:9])#[N:2].ClC1C=CC=CC=1C1C=CC(C(O)=O)=CC=1.[Cl:29][C:30]1[CH:35]=[CH:34][CH:33]=[CH:32][C:31]=1[C:36]1[CH:40]=[C:39]([C:41](O)=[O:42])[O:38][N:37]=1. (5) Given the product [Cl:1][C:2]1[CH:3]=[C:4]([C:9]2[N:13]([C:14]3[CH:15]=[N:16][CH:17]=[C:18]([Cl:20])[CH:19]=3)[N:12]=[C:11]([C:21]([N:47]3[CH2:46][CH2:43][NH:45][CH2:49][C:48]3=[O:50])=[O:23])[CH:10]=2)[CH:5]=[C:6]([F:8])[CH:7]=1, predict the reactants needed to synthesize it. The reactants are: [Cl:1][C:2]1[CH:3]=[C:4]([C:9]2[N:13]([C:14]3[CH:15]=[N:16][CH:17]=[C:18]([Cl:20])[CH:19]=3)[N:12]=[C:11]([C:21]([OH:23])=O)[CH:10]=2)[CH:5]=[C:6]([F:8])[CH:7]=1.ClC1C=C(C2N(C3C=CC=CN=3)N=C([C:43]([N:45]3[CH2:49][C:48](=[O:50])[NH:47][CH2:46]3)=O)C=2)C=C(F)C=1.O=C1CNCCN1. (6) Given the product [CH3:20][O:19][C:9]1[C:10]([CH3:18])=[C:11]([CH3:17])[C:12]([O:15][CH3:16])=[C:13]([CH3:14])[C:8]=1[CH2:7]/[CH:6]=[C:5](\[CH3:21])/[CH2:4][CH2:3][CH2:2][C:22]#[N:23], predict the reactants needed to synthesize it. The reactants are: I[CH2:2][CH2:3][CH2:4]/[C:5](/[CH3:21])=[CH:6]/[CH2:7][C:8]1[C:13]([CH3:14])=[C:12]([O:15][CH3:16])[C:11]([CH3:17])=[C:10]([CH3:18])[C:9]=1[O:19][CH3:20].[C-:22]#[N:23].[Na+].O.CC(OC)(C)C. (7) Given the product [C:1]([O:5][C:6](=[O:7])[NH:8][C@H:9]1[CH2:10][CH2:11][C@H:12]([N:15]2[CH2:27][CH2:26][CH2:25][CH2:24][CH2:23]2)[CH2:13][CH2:14]1)([CH3:4])([CH3:2])[CH3:3], predict the reactants needed to synthesize it. The reactants are: [C:1]([O:5][C:6]([NH:8][C@H:9]1[CH2:14][CH2:13][C@H:12]([NH2:15])[CH2:11][CH2:10]1)=[O:7])([CH3:4])([CH3:3])[CH3:2].C(=O)([O-])[O-].[K+].[K+].Br[CH2:23][CH2:24][CH2:25][CH2:26][CH2:27]Br.